Task: Predict the reactants needed to synthesize the given product.. Dataset: Full USPTO retrosynthesis dataset with 1.9M reactions from patents (1976-2016) (1) Given the product [ClH:20].[Cl:20][C:15]1[CH:14]=[C:13]([CH:18]=[CH:17][C:16]=1[F:19])[NH:12][C:5]1[C:4]2[C:9](=[CH:10][CH:11]=[C:2]([NH:1][C:26]([C:25]3[O:21][N:22]=[CH:23][CH:24]=3)=[O:27])[CH:3]=2)[N:8]=[CH:7][N:6]=1, predict the reactants needed to synthesize it. The reactants are: [NH2:1][C:2]1[CH:3]=[C:4]2[C:9](=[CH:10][CH:11]=1)[N:8]=[CH:7][N:6]=[C:5]2[NH:12][C:13]1[CH:18]=[CH:17][C:16]([F:19])=[C:15]([Cl:20])[CH:14]=1.[O:21]1[C:25]([C:26](Cl)=[O:27])=[CH:24][CH:23]=[N:22]1. (2) Given the product [Br:1][C:2]1[CH:3]=[C:4]([C:5]([N:24]2[CH2:23][C@@H:22]([CH3:21])[O:27][C@@H:26]([CH3:28])[CH2:25]2)=[O:7])[CH:8]=[C:9]([C:11]([F:14])([F:13])[F:12])[CH:10]=1, predict the reactants needed to synthesize it. The reactants are: [Br:1][C:2]1[CH:3]=[C:4]([CH:8]=[C:9]([C:11]([F:14])([F:13])[F:12])[CH:10]=1)[C:5]([OH:7])=O.C(Cl)(=O)C(Cl)=O.[CH3:21][C@H:22]1[O:27][C@@H:26]([CH3:28])[CH2:25][NH:24][CH2:23]1. (3) Given the product [Cl:1][C:2]1[CH:3]=[CH:4][C:5]([O:11][C:12]2[CH:17]=[CH:16][C:15]([F:18])=[CH:14][N:13]=2)=[C:6]([CH:10]=1)[C:7]([NH:20][C@H:21]([C:23]1[CH:32]=[CH:31][C:26]([C:27]([OH:29])=[O:28])=[CH:25][CH:24]=1)[CH3:22])=[O:9], predict the reactants needed to synthesize it. The reactants are: [Cl:1][C:2]1[CH:3]=[CH:4][C:5]([O:11][C:12]2[CH:17]=[CH:16][C:15]([F:18])=[CH:14][N:13]=2)=[C:6]([CH:10]=1)[C:7]([OH:9])=O.Cl.[NH2:20][C@H:21]([C:23]1[CH:32]=[CH:31][C:26]([C:27]([O:29]C)=[O:28])=[CH:25][CH:24]=1)[CH3:22]. (4) Given the product [C:1]1([C:24]2[CH:23]=[C:17]([C:18]([O:20][CH2:21][CH3:22])=[O:19])[C:16]([C:9]3[C:10]4[C:5](=[CH:4][CH:3]=[CH:2][CH:1]=4)[CH:6]=[CH:7][CH:8]=3)=[CH:15][C:25]=2[C:26]([O:28][CH2:29][CH3:30])=[O:27])[C:10]2[C:5](=[CH:6][CH:7]=[CH:8][CH:9]=2)[CH:4]=[CH:3][CH:2]=1, predict the reactants needed to synthesize it. The reactants are: [C:1]1(B(O)O)[C:10]2[C:5](=[CH:6][CH:7]=[CH:8][CH:9]=2)[CH:4]=[CH:3][CH:2]=1.Br[C:15]1[C:16](Br)=[C:17]([CH:23]=[CH:24][C:25]=1[C:26]([O:28][CH2:29][CH3:30])=[O:27])[C:18]([O:20][CH2:21][CH3:22])=[O:19].C(=O)([O-])[O-].[K+].[K+].N#N. (5) Given the product [C:8]([CH:7]([C:6]1[CH:10]=[CH:11][C:3]([O:2][CH3:1])=[CH:4][CH:5]=1)[C:12]1([OH:18])[CH2:17][CH2:16][CH2:15][CH2:14][CH2:13]1)#[N:9], predict the reactants needed to synthesize it. The reactants are: [CH3:1][O:2][C:3]1[CH:11]=[CH:10][C:6]([CH2:7][C:8]#[N:9])=[CH:5][CH:4]=1.[C:12]1(=[O:18])[CH2:17][CH2:16][CH2:15][CH2:14][CH2:13]1.CC([O-])(C)C.[K+].